From a dataset of Full USPTO retrosynthesis dataset with 1.9M reactions from patents (1976-2016). Predict the reactants needed to synthesize the given product. (1) Given the product [ClH:34].[F:1][C:2]1[CH:3]=[CH:4][C:5]([C:8]2[CH:9]=[C:10]3[C:14](=[CH:15][CH:16]=2)[C@@H:13]([C@H:17]([NH2:26])[C:18]([N:20]2[CH2:24][CH2:23][C@H:22]([F:25])[CH2:21]2)=[O:19])[CH2:12][CH2:11]3)=[CH:6][CH:7]=1, predict the reactants needed to synthesize it. The reactants are: [F:1][C:2]1[CH:7]=[CH:6][C:5]([C:8]2[CH:9]=[C:10]3[C:14](=[CH:15][CH:16]=2)[C@@H:13]([C@H:17]([NH:26]C(=O)OC(C)(C)C)[C:18]([N:20]2[CH2:24][CH2:23][C@H:22]([F:25])[CH2:21]2)=[O:19])[CH2:12][CH2:11]3)=[CH:4][CH:3]=1.[ClH:34]. (2) The reactants are: CN(C(ON1N=NC2C=CC=CC1=2)=[N+](C)C)C.F[P-](F)(F)(F)(F)F.[ClH:25].Cl.[CH3:27][C@H:28]1[C:36]2[C:35]([N:37]3[CH2:42][CH2:41][NH:40][CH2:39][CH2:38]3)=[N:34][CH:33]=[N:32][C:31]=2[C@H:30]([OH:43])[CH2:29]1.C(OC([N:51]([CH:65]([CH3:67])[CH3:66])[CH2:52][C:53]([C:58]1[CH:63]=[CH:62][C:61]([Cl:64])=[CH:60][CH:59]=1)([OH:57])[C:54](O)=[O:55])=O)(C)(C)C. Given the product [Cl:64][C:61]1[CH:60]=[CH:59][C:58]([C:53]([OH:57])([CH2:52][NH:51][CH:65]([CH3:66])[CH3:67])[C:54]([N:40]2[CH2:39][CH2:38][N:37]([C:35]3[C:36]4[C@H:28]([CH3:27])[CH2:29][C@@H:30]([OH:43])[C:31]=4[N:32]=[CH:33][N:34]=3)[CH2:42][CH2:41]2)=[O:55])=[CH:63][CH:62]=1.[ClH:25], predict the reactants needed to synthesize it. (3) The reactants are: C(N(CC1NC2C=CC(C(NCCC3N=CNC=3)=O)=CC=2N=1)C1C2N=CC=CC=2CCC1)C.FC1C(O[C:42]([C:44]2[CH:65]=[CH:64][C:47]3[NH:48][C:49]([CH2:51][N:52]([CH3:63])[CH:53]4[C:62]5[N:61]=[CH:60][CH:59]=[CH:58][C:57]=5[CH2:56][CH2:55][CH2:54]4)=[N:50][C:46]=3[CH:45]=2)=[O:43])=C(F)C(F)=C(F)C=1F.[CH3:70][C:71]([CH3:76])([CH2:74][NH2:75])[CH2:72][NH2:73]. Given the product [NH2:73][CH2:72][C:71]([CH3:76])([CH3:70])[CH2:74][NH:75][C:42]([C:44]1[CH:65]=[CH:64][C:47]2[NH:48][C:49]([CH2:51][N:52]([CH3:63])[CH:53]3[C:62]4[N:61]=[CH:60][CH:59]=[CH:58][C:57]=4[CH2:56][CH2:55][CH2:54]3)=[N:50][C:46]=2[CH:45]=1)=[O:43], predict the reactants needed to synthesize it. (4) Given the product [OH:26][C:9]1[CH:10]=[C:11]2[C:15](=[CH:16][CH:17]=1)[CH2:14][C@H:13]([NH:18][S:19]([CH:22]([CH3:24])[CH3:23])(=[O:21])=[O:20])[CH2:12]2, predict the reactants needed to synthesize it. The reactants are: CC1(C)C(C)(C)OB([C:9]2[CH:10]=[C:11]3[C:15](=[CH:16][CH:17]=2)[CH2:14][C@H:13]([NH:18][S:19]([CH:22]([CH3:24])[CH3:23])(=[O:21])=[O:20])[CH2:12]3)O1.[OH:26]O. (5) Given the product [ClH:1].[ClH:1].[F:32][CH:4]([F:3])[C:5]1[N:9]([C:10]2[CH:15]=[C:14]([N:16]3[CH2:21][CH2:20][O:19][CH2:18][CH2:17]3)[N:13]=[C:12]([NH:22][C@H:23]3[CH2:27][CH2:26][N:25]([CH2:41][CH2:40][N:39]([CH3:43])[CH3:38])[CH2:24]3)[N:11]=2)[C:8]2[CH:28]=[CH:29][CH:30]=[CH:31][C:7]=2[N:6]=1, predict the reactants needed to synthesize it. The reactants are: [ClH:1].Cl.[F:3][CH:4]([F:32])[C:5]1[N:9]([C:10]2[CH:15]=[C:14]([N:16]3[CH2:21][CH2:20][O:19][CH2:18][CH2:17]3)[N:13]=[C:12]([NH:22][C@H:23]3[CH2:27][CH2:26][NH:25][CH2:24]3)[N:11]=2)[C:8]2[CH:28]=[CH:29][CH:30]=[CH:31][C:7]=2[N:6]=1.CN(C)C=O.[CH3:38][N:39]([CH3:43])[CH2:40][CH2:41]Br.C(=O)([O-])[O-].[K+].[K+]. (6) The reactants are: Cl.[Cl:2]C1C=CC=CC=1[CH:9]([N:13]1[CH2:18][CH2:17][N:16](C)[CH2:15][CH2:14]1)C(O)=O.Br[CH:21]([C:25]1[C:30]([F:31])=[CH:29][CH:28]=[CH:27][C:26]=1[F:32])[C:22]([OH:24])=[O:23]. Given the product [ClH:2].[F:32][C:26]1[CH:27]=[CH:28][CH:29]=[C:30]([F:31])[C:25]=1[CH:21]([N:16]1[CH2:17][CH2:18][N:13]([CH3:9])[CH2:14][CH2:15]1)[C:22]([OH:24])=[O:23], predict the reactants needed to synthesize it. (7) The reactants are: [O:1]=[C:2]1[N:6]([C:7]2[CH:8]=[CH:9][C:10]3[C:16](=O)[CH:15]([C:18](=O)[CH2:19][CH3:20])[CH2:14][CH2:13][O:12][C:11]=3[CH:22]=2)[CH2:5][C@H:4]([CH2:23][NH:24][C:25](=[O:27])[CH3:26])[O:3]1.Cl.[NH2:29][NH2:30].C(=O)(O)[O-].[Na+]. Given the product [CH2:19]([C:18]1[C:15]2[CH2:14][CH2:13][O:12][C:11]3[CH:22]=[C:7]([N:6]4[CH2:5][C@H:4]([CH2:23][NH:24][C:25](=[O:27])[CH3:26])[O:3][C:2]4=[O:1])[CH:8]=[CH:9][C:10]=3[C:16]=2[NH:30][N:29]=1)[CH3:20], predict the reactants needed to synthesize it.